Dataset: Reaction yield outcomes from USPTO patents with 853,638 reactions. Task: Predict the reaction yield, written as a fraction of the theoretical maximum amount of product (1.0 means a 100% yield; for example, 0.34 means a 34% yield). (1) The catalyst is CS(C)=O.O. The product is [Cl:8][C:6]1[CH:7]=[C:2]([NH2:1])[CH:3]=[C:4]([Cl:10])[C:5]=1[O:9][C:12]1[S:13][C:14]2[CH:20]=[C:19]([Cl:21])[CH:18]=[CH:17][C:15]=2[N:16]=1. The reactants are [NH2:1][C:2]1[CH:7]=[C:6]([Cl:8])[C:5]([OH:9])=[C:4]([Cl:10])[CH:3]=1.Cl[C:12]1[S:13][C:14]2[CH:20]=[C:19]([Cl:21])[CH:18]=[CH:17][C:15]=2[N:16]=1.C([O-])([O-])=O.[K+].[K+].Cl. The yield is 0.490. (2) The reactants are CC1(C)OCC(C2C=CC3C(=CC=C(OC4C=CC(OC5C=CC=CC=5)=CC=4)C=3)C=2)(N)CO1.[CH2:34]([O:41][C:42]1[CH:69]=[CH:68][C:45]([O:46][C:47]2[CH:48]=[C:49]3[C:54](=[CH:55][CH:56]=2)[CH:53]=[C:52]([C:57]2([N+:65]([O-])=O)[CH2:62][O:61][C:60]([CH3:64])([CH3:63])[O:59][CH2:58]2)[CH:51]=[CH:50]3)=[CH:44][CH:43]=1)[C:35]1[CH:40]=[CH:39][CH:38]=[CH:37][CH:36]=1. No catalyst specified. The product is [CH2:34]([O:41][C:42]1[CH:69]=[CH:68][C:45]([O:46][C:47]2[CH:48]=[C:49]3[C:54](=[CH:55][CH:56]=2)[CH:53]=[C:52]([C:57]2([NH2:65])[CH2:58][O:59][C:60]([CH3:64])([CH3:63])[O:61][CH2:62]2)[CH:51]=[CH:50]3)=[CH:44][CH:43]=1)[C:35]1[CH:36]=[CH:37][CH:38]=[CH:39][CH:40]=1. The yield is 0.810. (3) The reactants are N12CCCN=C1CCCCC2.Cl.[NH2:13][CH2:14][C:15]1[CH:23]=[CH:22][CH:21]=[C:20]2[C:16]=1[CH2:17][N:18]([CH:25]1[CH2:30][CH2:29][C:28](=[O:31])[NH:27][C:26]1=[O:32])[C:19]2=[O:24].[C:33]([NH:40][CH2:41][CH2:42][CH2:43][C:44](O)=[O:45])([O:35][C:36]([CH3:39])([CH3:38])[CH3:37])=[O:34].Cl.CN(C)CCCN=C=NCC. The catalyst is CN(C=O)C. The product is [C:36]([O:35][C:33](=[O:34])[NH:40][CH2:41][CH2:42][CH2:43][C:44](=[O:45])[NH:13][CH2:14][C:15]1[CH:23]=[CH:22][CH:21]=[C:20]2[C:16]=1[CH2:17][N:18]([CH:25]1[CH2:30][CH2:29][C:28](=[O:31])[NH:27][C:26]1=[O:32])[C:19]2=[O:24])([CH3:39])([CH3:37])[CH3:38]. The yield is 0.770.